This data is from Reaction yield outcomes from USPTO patents with 853,638 reactions. The task is: Predict the reaction yield, written as a fraction of the theoretical maximum amount of product (1.0 means a 100% yield; for example, 0.34 means a 34% yield). (1) The reactants are [C:1]([O:5][C:6]([C:8]1[C:9]([CH3:42])=[C:10]2[C:14](=[CH:15][CH:16]=1)[C@@H:13]([NH:17][C:18]([C:20]1[N:25]3[N:26]=[CH:27][C:28](I)=[C:24]3[N:23]=[C:22]([C:30](=[O:41])[NH:31][CH2:32][C:33]3[CH:38]=[CH:37][C:36]([F:39])=[C:35]([F:40])[CH:34]=3)[CH:21]=1)=[O:19])[CH2:12][CH2:11]2)=[O:7])([CH3:4])([CH3:3])[CH3:2].[C:43]([O-:46])(=[O:45])C.[K+].[C]=O.CCOC(C)=O. The catalyst is CS(C)=O.CC([O-])=O.CC([O-])=O.[Pd+2].C1(P(C2C=CC=CC=2)[C-]2C=CC=C2)C=CC=CC=1.[C-]1(P(C2C=CC=CC=2)C2C=CC=CC=2)C=CC=C1.[Fe+2]. The product is [C:1]([O:5][C:6]([C:8]1[C:9]([CH3:42])=[C:10]2[C:14](=[CH:15][CH:16]=1)[C@@H:13]([NH:17][C:18]([C:20]1[N:25]3[N:26]=[CH:27][C:28]([C:43]([OH:46])=[O:45])=[C:24]3[N:23]=[C:22]([C:30](=[O:41])[NH:31][CH2:32][C:33]3[CH:38]=[CH:37][C:36]([F:39])=[C:35]([F:40])[CH:34]=3)[CH:21]=1)=[O:19])[CH2:12][CH2:11]2)=[O:7])([CH3:4])([CH3:3])[CH3:2]. The yield is 0.850. (2) The reactants are [CH2:1]([NH:8][C@H:9]([CH:11]1[CH2:13][CH2:12]1)[CH3:10])[C:2]1[CH:7]=[CH:6][CH:5]=[CH:4][CH:3]=1.[Br:14][CH2:15][C:16](Br)=[O:17]. The catalyst is C(Cl)Cl. The product is [CH2:1]([N:8]([C@H:9]([CH:11]1[CH2:13][CH2:12]1)[CH3:10])[C:16](=[O:17])[CH2:15][Br:14])[C:2]1[CH:7]=[CH:6][CH:5]=[CH:4][CH:3]=1. The yield is 0.880.